This data is from Full USPTO retrosynthesis dataset with 1.9M reactions from patents (1976-2016). The task is: Predict the reactants needed to synthesize the given product. (1) Given the product [F:1][C:2]1[CH:7]=[C:6]([C:8]([F:9])([F:10])[F:11])[CH:5]=[CH:4][C:3]=1/[CH:12]=[CH:13]/[C:14]1[O:15][CH:16]=[C:17]([CH2:19][O:20][C:22]2[N:23]=[N:24][C:25]([CH2:28][CH2:29][CH2:30][CH2:31][N:32]3[CH:36]=[N:35][CH:34]=[N:33]3)=[CH:26][CH:27]=2)[N:18]=1, predict the reactants needed to synthesize it. The reactants are: [F:1][C:2]1[CH:7]=[C:6]([C:8]([F:11])([F:10])[F:9])[CH:5]=[CH:4][C:3]=1[CH:12]=[CH:13][C:14]1[O:15][CH:16]=[C:17]([CH2:19][OH:20])[N:18]=1.Cl[C:22]1[N:23]=[N:24][C:25]([CH2:28][CH2:29][CH2:30][CH2:31][N:32]2[CH:36]=[N:35][CH:34]=[N:33]2)=[CH:26][CH:27]=1.CC(C)([O-])C.[Na+].[NH4+].[Cl-]. (2) Given the product [O:1]1[C:5]2=[CH:6][N:7]=[C:8]([C:10]([OH:12])=[O:11])[CH:9]=[C:4]2[CH:3]=[CH:2]1, predict the reactants needed to synthesize it. The reactants are: [O:1]1[C:5]2=[CH:6][N:7]=[C:8]([CH:10]=[O:11])[CH:9]=[C:4]2[CH:3]=[CH:2]1.[OH:12]P([O-])(O)=O.[K+].[O-]Cl=O.[Na+].[OH-].[Na+]. (3) Given the product [CH2:41]([O:44][C:45](=[O:55])[C@H:46]([NH:47][C:18]([O:16][CH2:15][C:13]1[O:14][C:10]2[CH:9]=[CH:8][C:7]([C:1]3[CH:2]=[CH:3][CH:4]=[CH:5][CH:6]=3)=[CH:17][C:11]=2[N:12]=1)=[O:19])[CH2:48][C:49]1[CH:50]=[CH:51][CH:52]=[CH:53][CH:54]=1)[CH:42]=[CH2:43], predict the reactants needed to synthesize it. The reactants are: [C:1]1([C:7]2[CH:8]=[CH:9][C:10]3[O:14][C:13]([CH2:15][OH:16])=[N:12][C:11]=3[CH:17]=2)[CH:6]=[CH:5][CH:4]=[CH:3][CH:2]=1.[C:18](N1C=CN=C1)(N1C=CN=C1)=[O:19].CC1C=CC(S(O)(=O)=O)=CC=1.[CH2:41]([O:44][C:45](=[O:55])[C@@H:46]([CH2:48][C:49]1[CH:54]=[CH:53][CH:52]=[CH:51][CH:50]=1)[NH2:47])[CH:42]=[CH2:43].C(N(CC)CC)C. (4) Given the product [CH:14]1([C:12]([C:2]2[CH:7]=[CH:6][C:5]([F:8])=[CH:4][N:3]=2)=[O:13])[CH2:16][CH2:15]1, predict the reactants needed to synthesize it. The reactants are: Br[C:2]1[CH:7]=[CH:6][C:5]([F:8])=[CH:4][N:3]=1.CON(C)[C:12]([CH:14]1[CH2:16][CH2:15]1)=[O:13]. (5) Given the product [CH3:1][C:2]1[CH:7]=[C:6]([CH3:8])[N:5]=[C:4]([N:9]2[CH2:16][CH:15]3[CH2:14][N:13]([C:25]([C:24]4[CH:28]=[CH:29][CH:30]=[CH:31][C:23]=4[O:22][CH3:21])=[O:26])[CH2:12][CH:11]3[CH2:10]2)[N:3]=1, predict the reactants needed to synthesize it. The reactants are: [CH3:1][C:2]1[CH:7]=[C:6]([CH3:8])[N:5]=[C:4]([N:9]2[CH2:16][CH:15]3[CH:11]([CH2:12][NH:13][CH2:14]3)[CH2:10]2)[N:3]=1.CC(O)=O.[CH3:21][O:22][C:23]1[CH:31]=[CH:30][CH:29]=[CH:28][C:24]=1[C:25](O)=[O:26].